Dataset: Hepatocyte clearance measurements from AstraZeneca. Task: Regression/Classification. Given a drug SMILES string, predict its absorption, distribution, metabolism, or excretion properties. Task type varies by dataset: regression for continuous measurements (e.g., permeability, clearance, half-life) or binary classification for categorical outcomes (e.g., BBB penetration, CYP inhibition). For this dataset (clearance_hepatocyte_az), we predict log10(clearance) (log10 of the in vitro intrinsic clearance, CLint, in uL/min per 10^6 hepatocytes; values are censored to the assay range of 3 to 150, which is 0.477 to 2.18 on this log10 scale). (1) The compound is CN1C(=O)CN=C(c2ccccc2)c2cc(Cl)ccc21. The log10(clearance) is 0.790. (2) The compound is Cc1ccc(S(=O)(=O)Nc2c(C(=O)N[C@@H](C)C(C)(C)C)c(C)nn2C2CCCC2)cc1. The log10(clearance) is 0.900. (3) The compound is Cn1sc(=O)c2cc(S(N)(=O)=O)ccc21. The log10(clearance) is 1.44. (4) The molecule is CCC[C@H](CO)Nc1nc(S[C@@H](C)c2cccc(C#N)c2)nc2[nH]c(=O)sc12. The log10(clearance) is 1.35.